Dataset: Peptide-MHC class I binding affinity with 185,985 pairs from IEDB/IMGT. Task: Regression. Given a peptide amino acid sequence and an MHC pseudo amino acid sequence, predict their binding affinity value. This is MHC class I binding data. (1) The peptide sequence is SYLKPHIFE. The MHC is HLA-B08:02 with pseudo-sequence HLA-B08:02. The binding affinity (normalized) is 0.0847. (2) The peptide sequence is LSSLSCEGQ. The MHC is Mamu-A70103 with pseudo-sequence Mamu-A70103. The binding affinity (normalized) is 0.499. (3) The peptide sequence is AQIDNYNKF. The MHC is HLA-B35:03 with pseudo-sequence HLA-B35:03. The binding affinity (normalized) is 0.